From a dataset of NCI-60 drug combinations with 297,098 pairs across 59 cell lines. Regression. Given two drug SMILES strings and cell line genomic features, predict the synergy score measuring deviation from expected non-interaction effect. (1) Drug 1: CS(=O)(=O)C1=CC(=C(C=C1)C(=O)NC2=CC(=C(C=C2)Cl)C3=CC=CC=N3)Cl. Drug 2: CN(CC1=CN=C2C(=N1)C(=NC(=N2)N)N)C3=CC=C(C=C3)C(=O)NC(CCC(=O)O)C(=O)O. Cell line: HCT116. Synergy scores: CSS=29.0, Synergy_ZIP=3.01, Synergy_Bliss=-1.66, Synergy_Loewe=-15.1, Synergy_HSA=-1.96. (2) Drug 1: CN(CCCl)CCCl.Cl. Drug 2: CCN(CC)CCCC(C)NC1=C2C=C(C=CC2=NC3=C1C=CC(=C3)Cl)OC. Cell line: HOP-92. Synergy scores: CSS=33.1, Synergy_ZIP=-7.45, Synergy_Bliss=-2.49, Synergy_Loewe=-5.30, Synergy_HSA=0.848.